From a dataset of Forward reaction prediction with 1.9M reactions from USPTO patents (1976-2016). Predict the product of the given reaction. (1) The product is: [Br:1][C:2]1[CH:7]=[C:6]([F:8])[C:5]([N:9]([CH2:14][CH:15]([CH3:17])[CH3:16])[CH2:10][CH:11]([CH3:13])[CH3:12])=[C:4]([NH:18][C:20]([NH:19][C:22]2[CH:27]=[CH:26][C:25]([CH3:28])=[CH:24][CH:23]=2)=[O:21])[CH:3]=1. Given the reactants [Br:1][C:2]1[CH:3]=[C:4]([NH2:18])[C:5]([N:9]([CH2:14][CH:15]([CH3:17])[CH3:16])[CH2:10][CH:11]([CH3:13])[CH3:12])=[C:6]([F:8])[CH:7]=1.[N:19]([C:22]1[CH:27]=[CH:26][C:25]([CH3:28])=[CH:24][CH:23]=1)=[C:20]=[O:21].CN(C)CCN, predict the reaction product. (2) Given the reactants Cl.[NH2:2][CH:3]([C:6]1[CH:11]=[CH:10][C:9]([Br:12])=[CH:8][CH:7]=1)[C:4]#[N:5].[CH3:13][O:14][C:15]1[C:33]([O:34][CH3:35])=[C:32]([O:36][CH3:37])[CH:31]=[CH:30][C:16]=1[C:17]([NH:19][CH2:20][CH2:21][N:22]1[CH:26]=[C:25]([C:27](O)=[O:28])[N:24]=[N:23]1)=[O:18], predict the reaction product. The product is: [Br:12][C:9]1[CH:10]=[CH:11][C:6]([CH:3]([NH:2][C:27]([C:25]2[N:24]=[N:23][N:22]([CH2:21][CH2:20][NH:19][C:17](=[O:18])[C:16]3[CH:30]=[CH:31][C:32]([O:36][CH3:37])=[C:33]([O:34][CH3:35])[C:15]=3[O:14][CH3:13])[CH:26]=2)=[O:28])[C:4]#[N:5])=[CH:7][CH:8]=1. (3) The product is: [CH3:36][O:35][C:33]([C:8]1[S:7][C:6]([C:3]([CH2:4][CH3:5])([C:12]2[CH:25]=[CH:24][C:15]([O:16][CH2:17][C:18]([CH2:21][CH3:22])([OH:23])[CH2:19][CH3:20])=[C:14]([CH3:26])[CH:13]=2)[CH2:1][CH3:2])=[CH:10][C:9]=1[CH3:11])=[O:34]. Given the reactants [CH2:1]([C:3]([C:12]1[CH:25]=[CH:24][C:15]([O:16][CH2:17][C:18]([OH:23])([CH2:21][CH3:22])[CH2:19][CH3:20])=[C:14]([CH3:26])[CH:13]=1)([C:6]1[S:7][CH:8]=[C:9]([CH3:11])[CH:10]=1)[CH2:4][CH3:5])[CH3:2].[Li]CCCC.Cl[C:33]([O:35][CH3:36])=[O:34], predict the reaction product. (4) Given the reactants [C:1]([C:5]1[N:10]=[CH:9][C:8]([C:11]2[N:12]([C:32]([N:34]3[CH2:39][CH2:38][CH:37]([CH2:40][C:41]([OH:43])=O)[CH2:36][CH2:35]3)=[O:33])[C@@:13]([C:25]3[CH:30]=[CH:29][C:28]([Cl:31])=[CH:27][CH:26]=3)([CH3:24])[C@@:14]([C:17]3[CH:22]=[CH:21][C:20]([Cl:23])=[CH:19][CH:18]=3)([CH3:16])[N:15]=2)=[C:7]([O:44][CH2:45][CH3:46])[CH:6]=1)([CH3:4])([CH3:3])[CH3:2].[CH2:47]([NH:49][CH3:50])[CH3:48], predict the reaction product. The product is: [C:1]([C:5]1[N:10]=[CH:9][C:8]([C:11]2[N:12]([C:32]([N:34]3[CH2:35][CH2:36][CH:37]([CH2:40][C:41]([N:49]([CH2:47][CH3:48])[CH3:50])=[O:43])[CH2:38][CH2:39]3)=[O:33])[C@@:13]([C:25]3[CH:26]=[CH:27][C:28]([Cl:31])=[CH:29][CH:30]=3)([CH3:24])[C@@:14]([C:17]3[CH:22]=[CH:21][C:20]([Cl:23])=[CH:19][CH:18]=3)([CH3:16])[N:15]=2)=[C:7]([O:44][CH2:45][CH3:46])[CH:6]=1)([CH3:3])([CH3:2])[CH3:4]. (5) Given the reactants [H-].[Na+].[O:3]=[C:4]([CH3:15])[CH:5](P(=O)(OCC)OCC)[CH3:6].[CH:16]1([CH:19]=O)[CH2:18][CH2:17]1, predict the reaction product. The product is: [CH:16]1(/[CH:19]=[C:5](\[CH3:6])/[C:4](=[O:3])[CH3:15])[CH2:18][CH2:17]1. (6) Given the reactants [C:1]1(=[O:6])[CH2:5][CH2:4][CH2:3][CH2:2]1, predict the reaction product. The product is: [CH2:3]([CH:2]1[CH2:3][CH2:4][CH2:5][C:1]1=[O:6])[CH2:2][CH2:1][CH2:5][CH3:4]. (7) Given the reactants [NH:1]([C:18]([O:20][C:21]([CH3:24])([CH3:23])[CH3:22])=[O:19])[C@@H:2]([C:8]([O:10][CH2:11][C:12]1[CH:17]=[CH:16][CH:15]=[CH:14][CH:13]=1)=[O:9])[CH2:3][CH2:4][C:5](=[O:7])O.ON1C(=O)CCC1=O.CCN=C=NCCCN(C)C.Cl.Cl.[NH2:46][C@@H:47]([C:58]([OH:60])=[O:59])[CH2:48][C:49]1[C:57]2[C:52](=[CH:53][CH:54]=[CH:55][CH:56]=2)[NH:51][CH:50]=1, predict the reaction product. The product is: [NH:1]([C:18]([O:20][C:21]([CH3:24])([CH3:23])[CH3:22])=[O:19])[C@@H:2]([C:8]([O:10][CH2:11][C:12]1[CH:17]=[CH:16][CH:15]=[CH:14][CH:13]=1)=[O:9])[CH2:3][CH2:4][C:5]([NH:46][C@@H:47]([C:58]([OH:60])=[O:59])[CH2:48][C:49]1[C:57]2[C:52](=[CH:53][CH:54]=[CH:55][CH:56]=2)[NH:51][CH:50]=1)=[O:7]. (8) The product is: [Cl:1][C:2]1[CH:3]=[CH:4][C:5]2[N:11]([C:12](=[O:27])[C:13]3[CH:18]=[CH:17][C:16]([NH:19][C:20](=[O:25])[CH2:21][OH:29])=[CH:15][C:14]=3[CH3:26])[CH2:10][CH2:9][CH2:8][CH2:7][C:6]=2[CH:28]=1. Given the reactants [Cl:1][C:2]1[CH:3]=[CH:4][C:5]2[N:11]([C:12](=[O:27])[C:13]3[CH:18]=[CH:17][C:16]([NH:19][C:20](=[O:25])[CH2:21]C(=O)C)=[CH:15][C:14]=3[CH3:26])[CH2:10][CH2:9][CH2:8][CH2:7][C:6]=2[CH:28]=1.[OH-:29].[Na+].Cl, predict the reaction product. (9) Given the reactants [CH3:1][C:2]1([CH3:21])[C:10]2[C:5](=[CH:6][CH:7]=[CH:8][CH:9]=2)[C@@H:4]([NH:11][C@H](C2C=CC=CC=2)CO)[CH2:3]1.C([O-])(=O)C.C([O-])(=O)C.C([O-])(=O)C.C([O-])(=O)C.[Pb+4].Cl, predict the reaction product. The product is: [CH3:1][C:2]1([CH3:21])[C:10]2[C:5](=[CH:6][CH:7]=[CH:8][CH:9]=2)[C@@H:4]([NH2:11])[CH2:3]1.